Dataset: Peptide-MHC class II binding affinity with 134,281 pairs from IEDB. Task: Regression. Given a peptide amino acid sequence and an MHC pseudo amino acid sequence, predict their binding affinity value. This is MHC class II binding data. (1) The peptide sequence is AKAFAYYIEPQHRDVLQLYA. The MHC is DRB1_0101 with pseudo-sequence DRB1_0101. The binding affinity (normalized) is 0.561. (2) The peptide sequence is GAGKTRRFLPQILAE. The MHC is DRB1_1101 with pseudo-sequence DRB1_1101. The binding affinity (normalized) is 0.475. (3) The peptide sequence is CADARMYGVLPWNAFPGKVC. The MHC is H-2-IAd with pseudo-sequence H-2-IAd. The binding affinity (normalized) is 0.429. (4) The peptide sequence is VATLSEALRIIAGTL. The MHC is DRB3_0101 with pseudo-sequence DRB3_0101. The binding affinity (normalized) is 0.0718. (5) The peptide sequence is PCVFIKRVSNVIIHG. The MHC is DRB3_0101 with pseudo-sequence DRB3_0101. The binding affinity (normalized) is 0.0117. (6) The peptide sequence is SQDLEKSWNLNGLQAY. The MHC is DRB1_1302 with pseudo-sequence DRB1_1302. The binding affinity (normalized) is 0.564. (7) The peptide sequence is VWQHDRVEIIANDQG. The MHC is HLA-DPA10201-DPB10101 with pseudo-sequence HLA-DPA10201-DPB10101. The binding affinity (normalized) is 0.176.